Dataset: Forward reaction prediction with 1.9M reactions from USPTO patents (1976-2016). Task: Predict the product of the given reaction. Given the reactants [NH2:1][C:2]1[CH:10]=[CH:9][C:5]([C:6]([OH:8])=O)=[C:4]([C:11]([F:14])([F:13])[F:12])[CH:3]=1.C1C=CC2N(O)N=NC=2C=1.C(Cl)CCl.CCN(CC)CC.[CH2:36]([N:38]1[CH2:43][CH2:42][NH:41][CH2:40][CH2:39]1)[CH3:37], predict the reaction product. The product is: [NH2:1][C:2]1[CH:10]=[CH:9][C:5]([C:6]([N:41]2[CH2:42][CH2:43][N:38]([CH2:36][CH3:37])[CH2:39][CH2:40]2)=[O:8])=[C:4]([C:11]([F:14])([F:13])[F:12])[CH:3]=1.